Predict the reactants needed to synthesize the given product. From a dataset of Full USPTO retrosynthesis dataset with 1.9M reactions from patents (1976-2016). (1) Given the product [CH3:12][S:13]([O:11][CH2:10][C:7]1[CH:6]=[CH:5][C:4]([N+:1]([O-:3])=[O:2])=[CH:9][CH:8]=1)(=[O:15])=[O:14], predict the reactants needed to synthesize it. The reactants are: [N+:1]([C:4]1[CH:9]=[CH:8][C:7]([CH2:10][OH:11])=[CH:6][CH:5]=1)([O-:3])=[O:2].[CH3:12][S:13](Cl)(=[O:15])=[O:14]. (2) Given the product [CH3:47][CH2:46][CH2:45][CH2:44][CH2:43]/[CH:42]=[CH:41]\[CH2:40]/[CH:39]=[CH:38]\[CH2:37][CH2:36][CH2:35][CH2:34][CH2:33][CH2:32][CH2:31][CH:9]([OH:8])[CH2:10][CH:11]([OH:30])[CH2:12][CH2:13][CH2:14][CH2:15][CH2:16][CH2:17][CH2:18][CH2:19]/[CH:20]=[CH:21]\[CH2:22]/[CH:23]=[CH:24]\[CH2:25][CH2:26][CH2:27][CH2:28][CH3:29], predict the reactants needed to synthesize it. The reactants are: [Si]([O:8][CH:9]([CH2:31][CH2:32][CH2:33][CH2:34][CH2:35][CH2:36][CH2:37]/[CH:38]=[CH:39]\[CH2:40]/[CH:41]=[CH:42]\[CH2:43][CH2:44][CH2:45][CH2:46][CH3:47])[CH2:10][CH:11]([OH:30])[CH2:12][CH2:13][CH2:14][CH2:15][CH2:16][CH2:17][CH2:18][CH2:19]/[CH:20]=[CH:21]\[CH2:22]/[CH:23]=[CH:24]\[CH2:25][CH2:26][CH2:27][CH2:28][CH3:29])(C(C)(C)C)(C)C.[SiH3]O[SiH3]. (3) Given the product [CH2:28]([N:5]([CH2:6][CH2:7][C:8]1[CH:13]=[CH:12][C:11]([Cl:14])=[CH:10][C:9]=1[I:15])[C:3](=[O:4])[C:2]([F:16])([F:1])[F:17])[CH:27]=[CH2:26], predict the reactants needed to synthesize it. The reactants are: [F:1][C:2]([F:17])([F:16])[C:3]([NH:5][CH2:6][CH2:7][C:8]1[CH:13]=[CH:12][C:11]([Cl:14])=[CH:10][C:9]=1[I:15])=[O:4].C([O-])([O-])=O.[K+].[K+].[OH-].[K+].[CH2:26](Br)[CH:27]=[CH2:28].Cl.